This data is from Forward reaction prediction with 1.9M reactions from USPTO patents (1976-2016). The task is: Predict the product of the given reaction. (1) Given the reactants [C:1]([O:5][C:6](=[O:38])[CH2:7][CH2:8][C@@:9]([C:24](=[O:37])[NH:25][CH2:26][C:27]([O:29]CC1C=CC=CC=1)=[O:28])([NH:19][C:20]([O:22][CH3:23])=[O:21])[CH2:10][C:11]1[CH:16]=[CH:15][CH:14]=[C:13]([C:17]#[N:18])[CH:12]=1)([CH3:4])([CH3:3])[CH3:2], predict the reaction product. The product is: [C:1]([O:5][C:6](=[O:38])[CH2:7][CH2:8][C@@:9]([C:24](=[O:37])[NH:25][CH2:26][C:27]([OH:29])=[O:28])([NH:19][C:20]([O:22][CH3:23])=[O:21])[CH2:10][C:11]1[CH:16]=[CH:15][CH:14]=[C:13]([C:17]#[N:18])[CH:12]=1)([CH3:4])([CH3:2])[CH3:3]. (2) Given the reactants [CH3:1][N:2]1[C:7]([S:8][CH3:9])=[CH:6][CH:5]=[C:4]([C:10]([O:12]C)=[O:11])[C:3]1=[O:14].O.[OH-].[Li+], predict the reaction product. The product is: [CH3:1][N:2]1[C:7]([S:8][CH3:9])=[CH:6][CH:5]=[C:4]([C:10]([OH:12])=[O:11])[C:3]1=[O:14].